Dataset: Reaction yield outcomes from USPTO patents with 853,638 reactions. Task: Predict the reaction yield, written as a fraction of the theoretical maximum amount of product (1.0 means a 100% yield; for example, 0.34 means a 34% yield). (1) The reactants are [CH:1]1([NH:6][C:7]2[C:12]([CH2:13][NH:14][C:15]3[C:20]([F:21])=[CH:19][CH:18]=[C:17]([O:22][CH2:23][CH3:24])[C:16]=3[F:25])=[CH:11][N:10]=[C:9]([S:26][CH3:27])[N:8]=2)[CH2:5][CH2:4][CH2:3][CH2:2]1.[H-].[Na+].C1N=CN([C:35](N2C=NC=C2)=[O:36])C=1. The catalyst is C1COCC1. The product is [CH:1]1([N:6]2[C:7]3=[N:8][C:9]([S:26][CH3:27])=[N:10][CH:11]=[C:12]3[CH2:13][N:14]([C:15]3[C:20]([F:21])=[CH:19][CH:18]=[C:17]([O:22][CH2:23][CH3:24])[C:16]=3[F:25])[C:35]2=[O:36])[CH2:2][CH2:3][CH2:4][CH2:5]1. The yield is 0.810. (2) The yield is 0.647. The reactants are [CH:1]1([CH2:4][N:5]2[C:10](=[O:11])[C:9]([CH2:12][CH2:13][CH2:14]OS(C)(=O)=O)=[CH:8][C:7]([C:20]3[CH:25]=[CH:24][C:23]([O:26][CH3:27])=[C:22]([F:28])[CH:21]=3)=[N:6]2)[CH2:3][CH2:2]1.[CH3:29][NH:30][CH3:31]. No catalyst specified. The product is [CH:1]1([CH2:4][N:5]2[C:10](=[O:11])[C:9]([CH2:12][CH2:13][CH2:14][N:30]([CH3:31])[CH3:29])=[CH:8][C:7]([C:20]3[CH:25]=[CH:24][C:23]([O:26][CH3:27])=[C:22]([F:28])[CH:21]=3)=[N:6]2)[CH2:3][CH2:2]1.